From a dataset of Forward reaction prediction with 1.9M reactions from USPTO patents (1976-2016). Predict the product of the given reaction. (1) Given the reactants C([O-])(=O)C.[K+].[B:15]1([B:15]2[O:19][C:18]([CH3:21])([CH3:20])[C:17]([CH3:23])([CH3:22])[O:16]2)[O:19][C:18]([CH3:21])([CH3:20])[C:17]([CH3:23])([CH3:22])[O:16]1.[C:24]1([C:30]2[CH:39]=[CH:38][C:37]3[C:32](=[CH:33][C:34](OS(C(F)(F)F)(=O)=O)=[CH:35][CH:36]=3)[N:31]=2)[CH:29]=[CH:28][CH:27]=[CH:26][CH:25]=1.O, predict the reaction product. The product is: [C:24]1([C:30]2[CH:39]=[CH:38][C:37]3[C:32](=[CH:33][C:34]([B:15]4[O:16][C:17]([CH3:22])([CH3:23])[C:18]([CH3:20])([CH3:21])[O:19]4)=[CH:35][CH:36]=3)[N:31]=2)[CH:29]=[CH:28][CH:27]=[CH:26][CH:25]=1. (2) Given the reactants [C:1]1([C:14]2[CH:19]=[CH:18][CH:17]=[CH:16][CH:15]=2)[CH:6]=[CH:5][CH:4]=[CH:3][C:2]=1[CH:7]([CH3:13])[C:8]([O:10]CC)=[O:9].O.[OH-].[Li+], predict the reaction product. The product is: [C:1]1([C:14]2[CH:15]=[CH:16][CH:17]=[CH:18][CH:19]=2)[CH:6]=[CH:5][CH:4]=[CH:3][C:2]=1[CH:7]([CH3:13])[C:8]([OH:10])=[O:9]. (3) Given the reactants [CH3:1][S:2]([C:5]1[C:13]2[C:8](=[CH:9][CH:10]=[CH:11][CH:12]=2)[NH:7][N:6]=1)(=[O:4])=[O:3].[Cl:14][C:15]1[CH:32]=[CH:31][C:18]2[N:19]([CH2:24][CH2:25][CH2:26][S:27]([CH3:30])(=[O:29])=[O:28])[C:20]([CH2:22]Cl)=[N:21][C:17]=2[CH:16]=1, predict the reaction product. The product is: [Cl:14][C:15]1[CH:32]=[CH:31][C:18]2[N:19]([CH2:24][CH2:25][CH2:26][S:27]([CH3:30])(=[O:28])=[O:29])[C:20]([CH2:22][N:7]3[C:8]4[C:13](=[CH:12][CH:11]=[CH:10][CH:9]=4)[C:5]([S:2]([CH3:1])(=[O:3])=[O:4])=[N:6]3)=[N:21][C:17]=2[CH:16]=1. (4) Given the reactants CC1C=CC(S(O[CH2:12][CH:13]([OH:26])[C:14]2[CH:15]=[CH:16][CH:17]=[C:18]3[C:23]=2[N:22]([CH3:24])[C:21](=[O:25])[CH:20]=[CH:19]3)(=O)=O)=CC=1.C(=O)([O-])[O-].[K+].[K+], predict the reaction product. The product is: [CH3:24][N:22]1[C:23]2[C:18](=[CH:17][CH:16]=[CH:15][C:14]=2[CH:13]2[CH2:12][O:26]2)[CH:19]=[CH:20][C:21]1=[O:25]. (5) Given the reactants [NH:1]([C:17]([O:19][C:20]([CH3:23])([CH3:22])[CH3:21])=[O:18])[C@H:2]([C:7](OCC1C=CC=CC=1)=[O:8])[CH2:3][C:4](=O)O.[NH2:24][C:25]1[C:34]2[C:29](=[CH:30][CH:31]=[C:32]([CH2:35][NH2:36])[CH:33]=2)[CH:28]=[CH:27][N:26]=1.C([BH3-])#N.[Na+].[OH-].[Na+], predict the reaction product. The product is: [C:20]([O:19][C:17](=[O:18])[NH:1][C@H:2]1[CH2:3][CH2:4][N:36]([CH2:35][C:32]2[CH:33]=[C:34]3[C:29]([CH:28]=[CH:27][N:26]=[C:25]3[NH2:24])=[CH:30][CH:31]=2)[C:7]1=[O:8])([CH3:21])([CH3:22])[CH3:23]. (6) Given the reactants [O:1]=[C:2]([N:12]1[CH2:17][CH2:16][C:15](=[C:18]2[C:31]3[CH:30]=[CH:29][CH:28]=[CH:27][C:26]=3[S:25][C:24]3[C:19]2=[CH:20][CH:21]=[CH:22][CH:23]=3)[CH2:14][CH2:13]1)[CH2:3][NH:4]C(=O)OC(C)(C)C.[ClH:32].O1CCOCC1.C(=O)([O-])O.[Na+], predict the reaction product. The product is: [ClH:32].[CH:20]1[C:19]2[C:18](=[C:15]3[CH2:16][CH2:17][N:12]([C:2](=[O:1])[CH2:3][NH2:4])[CH2:13][CH2:14]3)[C:31]3[C:26](=[CH:27][CH:28]=[CH:29][CH:30]=3)[S:25][C:24]=2[CH:23]=[CH:22][CH:21]=1.